From a dataset of Experimentally validated miRNA-target interactions with 360,000+ pairs, plus equal number of negative samples. Binary Classification. Given a miRNA mature sequence and a target amino acid sequence, predict their likelihood of interaction. (1) The miRNA is hsa-miR-4492 with sequence GGGGCUGGGCGCGCGCC. The protein sequence of the target gene is MPHSYPALSAEQKKELSDIALRIVTPGKGILAADESVGSMAKRLSQIGVENTEENRRLYRQVLFSADDRVKKCIGGVIFFHETLYQKDDNGVPFVRTIQDKGILVGIKVDKGVVPLAGTDGETTTQGLDGLLERCAQYKKDGADFAKWRCVLKISDRTPSALAILENANVLARYASICQQNGIVPIVEPEILPDGDHDLKRCQYVTEKVLAAVYKALSDHHVYLEGTLLKPNMVTPGHACPIKYSPEEIAMATVTALRRTVPPAVPGVTFLSGGQSEEEASLNLNAINRCPLPRPWALTF.... Result: 0 (no interaction). (2) The miRNA is mmu-miR-181a-5p with sequence AACAUUCAACGCUGUCGGUGAGU. The protein sequence of the target gene is MFRSTRTTDQWRVGERLQCPAGHARAALARTADGGAVGPFKCVFVGEMAAQVGAVRVVRAVAAQEEPDKEGKEKPHVGVSPRGVKRQRRASSGGSQEKRGRPSQDPPLAPPHRRRRSRQHPGPLPPTNAAPTVPGPVEPLLLPPPPPPSLAPAGPTVAAPLPAPGTSALFTFSPLTVSAAGPKHKGHKERHKHHHHRGSDGDPGACVPGDLKHKDKQENGERSGGVPLIKAPKRETADENGKTQRADDFVLKKIKKKKKKKHREDMRGRRLKMYNKEVQTVCAGLTRISKEILTQGQLNS.... Result: 1 (interaction).